This data is from Catalyst prediction with 721,799 reactions and 888 catalyst types from USPTO. The task is: Predict which catalyst facilitates the given reaction. (1) Reactant: C(OC([NH:11][C@@H:12]([CH2:24][C:25]1[CH:30]=[CH:29][C:28]([C:31]2[N:36]=[CH:35][C:34]([C:37]3[CH:42]=[CH:41][C:40]([O:43][CH2:44][CH2:45][CH2:46][CH2:47][CH2:48][CH2:49][CH3:50])=[CH:39][CH:38]=3)=[CH:33][N:32]=2)=[CH:27][CH:26]=1)[C:13]([N:15]1[CH2:19][CH2:18][C@H:17]([C:20]([O:22][CH3:23])=[O:21])[CH2:16]1)=[O:14])=O)C1C=CC=CC=1. Product: [NH2:11][C@@H:12]([CH2:24][C:25]1[CH:26]=[CH:27][C:28]([C:31]2[N:36]=[CH:35][C:34]([C:37]3[CH:38]=[CH:39][C:40]([O:43][CH2:44][CH2:45][CH2:46][CH2:47][CH2:48][CH2:49][CH3:50])=[CH:41][CH:42]=3)=[CH:33][N:32]=2)=[CH:29][CH:30]=1)[C:13]([N:15]1[CH2:19][CH2:18][C@H:17]([C:20]([O:22][CH3:23])=[O:21])[CH2:16]1)=[O:14]. The catalyst class is: 19. (2) Reactant: C(O[C:2]1[C:7](F)=[C:6](CNC2C(Cl)=NC=CN=2)[CH:5]=[CH:4][CH:3]=1)[C:2]1[CH:7]=[CH:6][CH:5]=[CH:4][CH:3]=1.[CH2:25]([O:32][C:33]1[C:34]([F:58])=[C:35]([CH:39]([C:51]2[C:56](Cl)=[N:55][CH:54]=[CH:53][N:52]=2)[N:40]2C(=O)[C:47]3[C:42](=[CH:43]C=C[CH:46]=3)[C:41]2=O)[CH:36]=[CH:37][CH:38]=1)C1C=CC=CC=1.[NH2:59]N. Product: [NH2:59][C:56]1[C:51]2[N:52]([C:41]([CH:42]3[CH2:47][CH2:46][CH2:43]3)=[N:40][C:39]=2[C:35]2[CH:36]=[CH:37][CH:38]=[C:33]([O:32][CH2:25][C:2]3[CH:7]=[CH:6][CH:5]=[CH:4][CH:3]=3)[C:34]=2[F:58])[CH:53]=[CH:54][N:55]=1. The catalyst class is: 511. (3) Product: [C:24]1([CH:7]([C:1]2[CH:2]=[CH:3][CH:4]=[CH:5][CH:6]=2)[C:8]2[CH:9]=[CH:10][C:11](=[O:23])[N:12]([CH2:14][CH2:15][OH:16])[CH:13]=2)[CH:25]=[CH:26][CH:27]=[CH:28][CH:29]=1. Reactant: [C:1]1([CH:7]([C:24]2[CH:29]=[CH:28][CH:27]=[CH:26][CH:25]=2)[C:8]2[CH:9]=[CH:10][C:11](=[O:23])[N:12]([CH2:14][CH2:15][O:16]C3CCCCO3)[CH:13]=2)[CH:6]=[CH:5][CH:4]=[CH:3][CH:2]=1.C1C=CC(N=NC2C=CC(N)=NC=2N)=CC=1.Cl.CC1C=CC(S(O)(=O)=O)=CC=1.O. The catalyst class is: 5. (4) Product: [Cl:1][C:2]1[C:7]([I:8])=[CH:6][N:5]=[C:4]([O:11][CH3:10])[CH:3]=1. The catalyst class is: 5. Reactant: [Cl:1][C:2]1[C:7]([I:8])=[CH:6][N:5]=[C:4](N)[CH:3]=1.[C:10](O)(C(F)(F)F)=[O:11].N(OC(C)(C)C)=O. (5) Reactant: [O:1]1[CH:5]=[CH:4][CH:3]=[C:2]1[C:6]1[CH:12]=[C:11]([O:13][CH3:14])[CH:10]=[CH:9][C:7]=1[NH2:8].Cl[C:16]([O:18][C:19]1[CH:24]=[CH:23][CH:22]=[CH:21][CH:20]=1)=[O:17].N1C=CC=CC=1. Product: [O:1]1[CH:5]=[CH:4][CH:3]=[C:2]1[C:6]1[CH:12]=[C:11]([O:13][CH3:14])[CH:10]=[CH:9][C:7]=1[NH:8][C:16](=[O:17])[O:18][C:19]1[CH:24]=[CH:23][CH:22]=[CH:21][CH:20]=1. The catalyst class is: 2.